This data is from Peptide-MHC class II binding affinity with 134,281 pairs from IEDB. The task is: Regression. Given a peptide amino acid sequence and an MHC pseudo amino acid sequence, predict their binding affinity value. This is MHC class II binding data. The peptide sequence is RTATNIWIDHNSFSN. The MHC is DRB1_1201 with pseudo-sequence DRB1_1201. The binding affinity (normalized) is 0.244.